From a dataset of Full USPTO retrosynthesis dataset with 1.9M reactions from patents (1976-2016). Predict the reactants needed to synthesize the given product. (1) Given the product [CH3:2][O:3][C:4](=[O:11])[C@@H:5]([N:10]1[CH2:25][C:16]2[C:15](=[CH:20][CH:19]=[CH:18][C:17]=2[C:21]([F:24])([F:22])[F:23])[C:14]1=[O:13])[CH2:6][CH:7]([CH3:9])[CH3:8], predict the reactants needed to synthesize it. The reactants are: Cl.[CH3:2][O:3][C:4](=[O:11])[C@@H:5]([NH2:10])[CH2:6][CH:7]([CH3:9])[CH3:8].C[O:13][C:14](=O)[C:15]1[CH:20]=[CH:19][CH:18]=[C:17]([C:21]([F:24])([F:23])[F:22])[C:16]=1[CH2:25]Br.C(N(CC)CC)C. (2) Given the product [NH2:19][C:18]1[N:2]=[C:3]2[CH:4]([C:5](=[O:6])[N:17]=1)[CH:9]=[CH:10][C:11]([C:13]([O:15][CH3:16])=[O:14])=[CH:12]2, predict the reactants needed to synthesize it. The reactants are: Cl.[NH2:2][C:3]1[CH:12]=[C:11]([C:13]([O:15][CH3:16])=[O:14])[CH:10]=[CH:9][C:4]=1[C:5](OC)=[O:6].[N:17]#[C:18][NH2:19]. (3) Given the product [N+:1]([C:4]1[CH:12]=[CH:11][CH:10]=[C:9]2[C:5]=1[CH2:6][CH2:7][CH:8]2[OH:13])([O-:3])=[O:2], predict the reactants needed to synthesize it. The reactants are: [N+:1]([C:4]1[CH:12]=[CH:11][CH:10]=[C:9]2[C:5]=1[CH2:6][CH2:7][C:8]2=[O:13])([O-:3])=[O:2].[Na]. (4) Given the product [O:18]=[C:17]1[CH:16]=[CH:15][C:14](=[O:19])[N:6]1[C:5]1[CH:7]=[CH:8][C:9]([C:10]#[N:11])=[C:3]([C:2]([F:12])([F:13])[F:1])[CH:4]=1, predict the reactants needed to synthesize it. The reactants are: [F:1][C:2]([F:13])([F:12])[C:3]1[CH:4]=[C:5]([CH:7]=[CH:8][C:9]=1[C:10]#[N:11])[NH2:6].[C:14]1(=O)[O:19][C:17](=[O:18])[CH:16]=[CH:15]1. (5) Given the product [N:15]1[CH:16]=[CH:17][CH:18]=[CH:19][C:14]=1[C:13]1[N:12]2[C:7]([CH:8]=[CH:9][CH:10]=[CH:11]2)=[CH:6][C:5]=1[CH2:4][NH2:1], predict the reactants needed to synthesize it. The reactants are: [N:1]([CH2:4][C:5]1[CH:6]=[C:7]2[N:12]([C:13]=1[C:14]1[CH:19]=[CH:18][CH:17]=[CH:16][N:15]=1)[CH:11]=[CH:10][CH:9]=[CH:8]2)=[N+]=[N-].N#N.C1C=CC(P(C2C=CC=CC=2)C2C=CC=CC=2)=CC=1.O. (6) Given the product [Cl:1][C:2]1[C:3]([N:16]2[CH2:17][CH2:18][CH:19]([C:22]([OH:24])=[O:23])[CH2:20][CH2:21]2)=[N:4][C:5]([O:27][CH3:26])=[C:6]([C:8]2[O:9][C:10]([CH2:13][CH3:14])=[CH:11][N:12]=2)[CH:7]=1, predict the reactants needed to synthesize it. The reactants are: [Cl:1][C:2]1[C:3]([N:16]2[CH2:21][CH2:20][CH:19]([C:22]([O:24]C)=[O:23])[CH2:18][CH2:17]2)=[N:4][C:5](Cl)=[C:6]([C:8]2[O:9][C:10]([CH2:13][CH3:14])=[CH:11][N:12]=2)[CH:7]=1.[CH3:26][O-:27].[Na+]. (7) The reactants are: [CH3:1][O:2][C:3]1[CH:4]=[CH:5][C:6]2[N:7]([C:9]([C:12]([O:14]CC)=O)=[N:10][N:11]=2)[CH:8]=1.O[Li].O.Cl.Cl.[F:22][C:23]([F:37])([F:36])[C:24]1[CH:29]=[CH:28][CH:27]=[CH:26][C:25]=1[CH:30]1[CH2:35][CH2:34][NH:33][CH2:32][CH2:31]1.F[P-](F)(F)(F)(F)F.N1(O[P+](N(C)C)(N(C)C)N(C)C)C2C=CC=CC=2N=N1.CCN(C(C)C)C(C)C. Given the product [CH3:1][O:2][C:3]1[CH:4]=[CH:5][C:6]2[N:7]([C:9]([C:12]([N:33]3[CH2:34][CH2:35][CH:30]([C:25]4[CH:26]=[CH:27][CH:28]=[CH:29][C:24]=4[C:23]([F:22])([F:36])[F:37])[CH2:31][CH2:32]3)=[O:14])=[N:10][N:11]=2)[CH:8]=1, predict the reactants needed to synthesize it.